Dataset: Merck oncology drug combination screen with 23,052 pairs across 39 cell lines. Task: Regression. Given two drug SMILES strings and cell line genomic features, predict the synergy score measuring deviation from expected non-interaction effect. (1) Drug 1: C=CCn1c(=O)c2cnc(Nc3ccc(N4CCN(C)CC4)cc3)nc2n1-c1cccc(C(C)(C)O)n1. Drug 2: CCC1(O)C(=O)OCc2c1cc1n(c2=O)Cc2cc3c(CN(C)C)c(O)ccc3nc2-1. Cell line: CAOV3. Synergy scores: synergy=3.24. (2) Drug 1: O=C(CCCCCCC(=O)Nc1ccccc1)NO. Drug 2: CC1(c2nc3c(C(N)=O)cccc3[nH]2)CCCN1. Cell line: LNCAP. Synergy scores: synergy=49.3. (3) Drug 1: NC1CCCCC1N.O=C(O)C(=O)O.[Pt+2]. Drug 2: Cn1cc(-c2cnn3c(N)c(Br)c(C4CCCNC4)nc23)cn1. Cell line: UACC62. Synergy scores: synergy=-1.75. (4) Drug 1: O=P1(N(CCCl)CCCl)NCCCO1. Drug 2: Cn1cc(-c2cnn3c(N)c(Br)c(C4CCCNC4)nc23)cn1. Cell line: UWB1289. Synergy scores: synergy=-7.84.